This data is from Forward reaction prediction with 1.9M reactions from USPTO patents (1976-2016). The task is: Predict the product of the given reaction. (1) Given the reactants [Br:1][C:2]1[C:10]([N+:11]([O-:13])=[O:12])=[CH:9][CH:8]=[CH:7][C:3]=1[C:4]([OH:6])=[O:5].[CH3:14][Si](Cl)(C)C, predict the reaction product. The product is: [CH3:14][O:5][C:4](=[O:6])[C:3]1[CH:7]=[CH:8][CH:9]=[C:10]([N+:11]([O-:13])=[O:12])[C:2]=1[Br:1]. (2) Given the reactants FC(F)(F)C([NH:5][C:6]1[CH:11]=[CH:10][CH:9]=[CH:8][C:7]=1[C@H:12]([OH:15])[CH2:13][CH3:14])=O.[ClH:18], predict the reaction product. The product is: [ClH:18].[NH2:5][C:6]1[CH:11]=[CH:10][CH:9]=[CH:8][C:7]=1[C@H:12]([OH:15])[CH2:13][CH3:14]. (3) Given the reactants [CH2:1]([C:8]1[NH:30][C:11]2[N:12]=[N:13][C:14]([CH2:16][CH2:17][CH2:18][CH2:19][C:20]3[S:24][C:23]([C:25]([O:27]CC)=O)=[N:22][N:21]=3)=[CH:15][C:10]=2[CH:9]=1)[C:2]1[CH:7]=[CH:6][CH:5]=[CH:4][CH:3]=1.[CH3:31][CH:32]([CH3:35])[CH2:33][NH2:34], predict the reaction product. The product is: [CH2:1]([C:8]1[NH:30][C:11]2[N:12]=[N:13][C:14]([CH2:16][CH2:17][CH2:18][CH2:19][C:20]3[S:24][C:23]([C:25]([NH:34][CH2:33][CH:32]([CH3:35])[CH3:31])=[O:27])=[N:22][N:21]=3)=[CH:15][C:10]=2[CH:9]=1)[C:2]1[CH:7]=[CH:6][CH:5]=[CH:4][CH:3]=1. (4) Given the reactants [F:1][C:2]([F:13])([C:6]1[CH:11]=[CH:10][C:9]([CH3:12])=[CH:8][CH:7]=1)[C:3]([NH2:5])=O.C(N(CC)CC)C.C(OC(C(F)(F)F)=O)(C(F)(F)F)=O, predict the reaction product. The product is: [F:1][C:2]([F:13])([C:6]1[CH:11]=[CH:10][C:9]([CH3:12])=[CH:8][CH:7]=1)[C:3]#[N:5]. (5) Given the reactants [CH3:1][C:2]1[C:3]([C:11]2[S:15][C:14]([C:16]([OH:18])=O)=[CH:13][CH:12]=2)=[N:4][O:5][C:6]=1[C:7]([F:10])([F:9])[F:8].Cl.[F:20][C:21]1([F:25])[CH2:24][NH:23][CH2:22]1.C1COCC1.N1CCC1, predict the reaction product. The product is: [F:20][C:21]1([F:25])[CH2:24][N:23]([C:16]([C:14]2[S:15][C:11]([C:3]3[C:2]([CH3:1])=[C:6]([C:7]([F:8])([F:9])[F:10])[O:5][N:4]=3)=[CH:12][CH:13]=2)=[O:18])[CH2:22]1. (6) The product is: [CH3:24][C:20]1[CH:21]=[CH:22][CH:23]=[C:18]([O:16][CH2:15][C:5]2[C:6]([C:9]3[CH:14]=[CH:13][CH:12]=[CH:11][CH:10]=3)=[N:7][O:8][C:4]=2[CH3:3])[N:19]=1. Given the reactants [H-].[Na+].[CH3:3][C:4]1[O:8][N:7]=[C:6]([C:9]2[CH:14]=[CH:13][CH:12]=[CH:11][CH:10]=2)[C:5]=1[CH2:15][OH:16].F[C:18]1[CH:23]=[CH:22][CH:21]=[C:20]([CH3:24])[N:19]=1.[Cl-].[Na+], predict the reaction product. (7) Given the reactants [CH3:1][C:2]1[CH:11]=[C:10]([N:12]2[CH2:16][CH2:15][CH:14]([C:17]3[CH:22]=[CH:21][CH:20]=[CH:19][CH:18]=3)[CH2:13]2)[C:9]2[C:4](=[CH:5][CH:6]=[C:7]([NH2:23])[CH:8]=2)[N:3]=1.[CH3:24][O:25][C:26]1[CH:33]=[CH:32][C:29]([CH:30]=O)=[CH:28][CH:27]=1.C(O[BH-](OC(=O)C)OC(=O)C)(=O)C.[Na+].C(O)(=O)C, predict the reaction product. The product is: [CH3:24][O:25][C:26]1[CH:33]=[CH:32][C:29]([CH2:30][NH:23][C:7]2[CH:8]=[C:9]3[C:4](=[CH:5][CH:6]=2)[N:3]=[C:2]([CH3:1])[CH:11]=[C:10]3[N:12]2[CH2:16][CH2:15][CH:14]([C:17]3[CH:22]=[CH:21][CH:20]=[CH:19][CH:18]=3)[CH2:13]2)=[CH:28][CH:27]=1.